This data is from Catalyst prediction with 721,799 reactions and 888 catalyst types from USPTO. The task is: Predict which catalyst facilitates the given reaction. (1) Reactant: [F:1][C:2]1[CH:7]=[CH:6][CH:5]=[C:4]([NH2:8])[C:3]=1[NH2:9].[C:10](N1C=CN=C1)(N1C=CN=C1)=[O:11].N.O. Product: [F:1][C:2]1[C:3]2[NH:9][C:10](=[O:11])[NH:8][C:4]=2[CH:5]=[CH:6][CH:7]=1. The catalyst class is: 36. (2) Reactant: [BH4-].[Na+].[O:3]=[C:4]([C:22]1[CH:27]=[CH:26][CH:25]=[CH:24][CH:23]=1)[CH2:5][CH2:6][N:7]1[CH2:12][CH2:11][CH:10]([CH2:13][CH2:14][CH2:15][C:16]2[CH:21]=[CH:20][CH:19]=[CH:18][CH:17]=2)[CH2:9][CH2:8]1. Product: [OH:3][CH:4]([C:22]1[CH:23]=[CH:24][CH:25]=[CH:26][CH:27]=1)[CH2:5][CH2:6][N:7]1[CH2:12][CH2:11][CH:10]([CH2:13][CH2:14][CH2:15][C:16]2[CH:17]=[CH:18][CH:19]=[CH:20][CH:21]=2)[CH2:9][CH2:8]1. The catalyst class is: 8.